Dataset: Full USPTO retrosynthesis dataset with 1.9M reactions from patents (1976-2016). Task: Predict the reactants needed to synthesize the given product. (1) Given the product [C:27]([C:24]1[CH:23]=[CH:22][C:21]([S:18]([NH:17][CH:14]2[CH2:13][CH2:12][CH:11]([C:9]([N:31]3[CH2:36][CH2:35][NH:34][CH2:33][CH2:32]3)=[O:8])[CH2:16][CH2:15]2)(=[O:19])=[O:20])=[CH:26][CH:25]=1)#[N:28], predict the reactants needed to synthesize it. The reactants are: C([O:8][C:9]([C@H:11]1[CH2:16][CH2:15][C@H:14]([NH:17][S:18]([C:21]2[CH:26]=[CH:25][C:24]([C:27]#[N:28])=[CH:23][CH:22]=2)(=[O:20])=[O:19])[CH2:13][CH2:12]1)=O)C1C=CC=CC=1.[Li+].[OH-].[NH:31]1[CH2:36][CH2:35][NH:34][CH2:33][CH2:32]1.CN(C(ON1N=NC2C=CC=CC1=2)=[N+](C)C)C.[B-](F)(F)(F)F.CCN(CC)CC. (2) Given the product [Cl:1][C:2]1[C:3]([CH2:4][OH:5])=[C:8]([CH3:12])[CH:9]=[CH:10][N:11]=1, predict the reactants needed to synthesize it. The reactants are: [Cl:1][C:2]1[N:11]=[CH:10][CH:9]=[C:8]([CH3:12])[C:3]=1[C:4](OC)=[O:5].[H-].[Al+3].[Li+].[H-].[H-].[H-].O. (3) Given the product [CH:1]([C:4]1[N:8]=[C:7]([N:9]2[CH2:14][CH2:13][CH:12]([C@H:15]3[CH2:17][C@H:16]3[CH2:18][CH2:19][O:20][C:21]3[CH:22]=[CH:23][C:24]([CH2:27][C:28]([OH:30])=[O:29])=[CH:25][CH:26]=3)[CH2:11][CH2:10]2)[O:6][N:5]=1)([CH3:3])[CH3:2], predict the reactants needed to synthesize it. The reactants are: [CH:1]([C:4]1[N:8]=[C:7]([N:9]2[CH2:14][CH2:13][CH:12]([C@H:15]3[CH2:17][C@H:16]3[CH2:18][CH2:19][O:20][C:21]3[CH:26]=[CH:25][C:24]([CH2:27][C:28]([O:30]C)=[O:29])=[CH:23][CH:22]=3)[CH2:11][CH2:10]2)[O:6][N:5]=1)([CH3:3])[CH3:2].[OH-].[Li+].Cl. (4) Given the product [Br:8][C:9]1[CH:10]=[C:11]([CH2:16][C:17]([O:19][CH3:3])=[O:18])[CH:12]=[CH:13][C:14]=1[F:15], predict the reactants needed to synthesize it. The reactants are: [N+](=[CH:3][Si](C)(C)C)=[N-].[Br:8][C:9]1[CH:10]=[C:11]([CH2:16][C:17]([OH:19])=[O:18])[CH:12]=[CH:13][C:14]=1[F:15]. (5) Given the product [NH2:5][C:9]1[CH:10]=[C:11]([C:15]2[CH:20]=[CH:19][C:18]([CH:21]([N:29]([CH3:30])[C:31](=[O:46])[CH2:32][N:33]3[C:38]4[CH:39]=[C:40]([Cl:44])[C:41]([Cl:43])=[CH:42][C:37]=4[O:36][CH2:35][C:34]3=[O:45])[CH2:22][N:23]3[CH2:24][CH2:25][O:26][CH2:27][CH2:28]3)=[CH:17][CH:16]=2)[CH:12]=[CH:13][CH:14]=1, predict the reactants needed to synthesize it. The reactants are: CC([N:5]([C:9]1[CH:10]=[C:11]([C:15]2[CH:20]=[CH:19][C:18]([CH:21]([N:29]([C:31](=[O:46])[CH2:32][N:33]3[C:38]4[CH:39]=[C:40]([Cl:44])[C:41]([Cl:43])=[CH:42][C:37]=4[O:36][CH2:35][C:34]3=[O:45])[CH3:30])[CH2:22][N:23]3[CH2:28][CH2:27][O:26][CH2:25][CH2:24]3)=[CH:17][CH:16]=2)[CH:12]=[CH:13][CH:14]=1)C(=O)[O-])(C)C.FC(F)(F)C(O)=O. (6) Given the product [CH2:19]([N:22]([CH2:23][CH2:24][CH3:25])[C:13](=[O:15])[CH2:12][C:9]1[CH:10]=[CH:11][C:6]([OH:5])=[C:7]([N+:16]([O-:18])=[O:17])[CH:8]=1)[CH2:20][CH3:21], predict the reactants needed to synthesize it. The reactants are: S(Cl)(Cl)=O.[OH:5][C:6]1[CH:11]=[CH:10][C:9]([CH2:12][C:13]([OH:15])=O)=[CH:8][C:7]=1[N+:16]([O-:18])=[O:17].[CH2:19]([NH:22][CH2:23][CH2:24][CH3:25])[CH2:20][CH3:21]. (7) Given the product [N+:3]([C:6]1[CH:7]=[CH:8][C:9]2[O:15][CH2:14][CH2:13][CH2:12][CH:11]([OH:16])[C:10]=2[CH:17]=1)([O-:5])=[O:4], predict the reactants needed to synthesize it. The reactants are: [BH4-].[Na+].[N+:3]([C:6]1[CH:7]=[CH:8][C:9]2[O:15][CH2:14][CH2:13][CH2:12][C:11](=[O:16])[C:10]=2[CH:17]=1)([O-:5])=[O:4]. (8) Given the product [Br:1][CH:2]1[CH2:7][CH2:6][N:5]([S:8]([C:11]2[CH:17]=[CH:16][C:14]([CH3:15])=[CH:13][CH:12]=2)(=[O:10])=[O:9])[CH2:4][CH2:3]1, predict the reactants needed to synthesize it. The reactants are: [Br:1][CH:2]1[CH2:7][CH2:6][NH:5][CH2:4][CH2:3]1.[S:8](Cl)([C:11]1[CH:17]=[CH:16][C:14]([CH3:15])=[CH:13][CH:12]=1)(=[O:10])=[O:9]. (9) Given the product [CH3:18][O:19][C:20](=[O:23])[CH2:21][S:26]([C:9]1[C:10]2[C:5](=[CH:4][CH:3]=[CH:2][CH:1]=2)[CH:6]=[CH:7][CH:8]=1)(=[O:28])=[O:25], predict the reactants needed to synthesize it. The reactants are: [C:1]1(S)[C:10]2[C:5](=[CH:6][CH:7]=[CH:8][CH:9]=2)[CH:4]=[CH:3][CH:2]=1.C([O-])([O-])=O.[K+].[K+].[CH3:18][O:19][C:20](=[O:23])[CH2:21]Cl.O[O:25][S:26]([O-:28])=O.[K+].